This data is from Catalyst prediction with 721,799 reactions and 888 catalyst types from USPTO. The task is: Predict which catalyst facilitates the given reaction. (1) Reactant: [CH3:1][CH:2]([CH3:9])[CH2:3][C:4](=[O:8])[CH2:5][C:6]#[N:7].[C:10]1([CH3:18])[CH:15]=[CH:14][C:13]([CH:16]=O)=[CH:12][CH:11]=1.N1CCCCC1.C(O)(=O)C. Product: [CH3:1][CH:2]([CH3:9])[CH2:3][C:4]([C:5](=[CH:18][C:10]1[CH:15]=[CH:14][C:13]([CH3:16])=[CH:12][CH:11]=1)[C:6]#[N:7])=[O:8]. The catalyst class is: 11. (2) Reactant: [Si]([O:8][CH2:9][CH2:10][N:11]1[CH:15]=[C:14]([NH2:16])[CH:13]=[N:12]1)(C(C)(C)C)(C)C.Br[C:18]1[C:19](=[O:26])[N:20]([CH3:25])[CH:21]=[C:22]([Br:24])[N:23]=1. Product: [Br:24][C:22]1[N:23]=[C:18]([NH:16][C:14]2[CH:13]=[N:12][N:11]([CH2:10][CH2:9][OH:8])[CH:15]=2)[C:19](=[O:26])[N:20]([CH3:25])[CH:21]=1. The catalyst class is: 41. (3) Reactant: [CH3:1][C:2]1[N:6]([C:7]2[CH:12]=[CH:11][CH:10]=[CH:9][N:8]=2)[C:5]2[CH:13]=[CH:14][CH:15]=[CH:16][C:4]=2[N:3]=1.[N:17]1[CH:22]=[CH:21][C:20]([CH:23]=O)=[CH:19][CH:18]=1.[C:25]([OH:30])(=[O:29])[C:26]([OH:28])=[O:27]. Product: [C:25]([OH:30])(=[O:29])[C:26]([OH:28])=[O:27].[N:8]1[CH:9]=[CH:10][CH:11]=[CH:12][C:7]=1[N:6]1[C:5]2[CH:13]=[CH:14][CH:15]=[CH:16][C:4]=2[N:3]=[C:2]1/[CH:1]=[CH:23]/[C:20]1[CH:21]=[CH:22][N:17]=[CH:18][CH:19]=1. The catalyst class is: 5.